Dataset: Forward reaction prediction with 1.9M reactions from USPTO patents (1976-2016). Task: Predict the product of the given reaction. (1) Given the reactants [CH2:1]([CH:3]([C:6]1[N:11]=[C:10]([C:12]([OH:14])=O)[CH:9]=[C:8]([CH3:15])[CH:7]=1)[CH2:4][CH3:5])[CH3:2].[CH3:16][C:17]1([CH3:37])[O:21][C@H:20]([CH2:22][O:23][C:24]2[C:33]([CH3:34])=[CH:32][C:27]([C:28]([NH:30][OH:31])=[NH:29])=[CH:26][C:25]=2[CH2:35][CH3:36])[CH2:19][O:18]1.Cl, predict the reaction product. The product is: [CH3:16][C:17]1([CH3:37])[O:21][C@H:20]([CH2:22][O:23][C:24]2[C:33]([CH3:34])=[CH:32][C:27]([C:28]3[N:30]=[C:12]([C:10]4[CH:9]=[C:8]([CH3:15])[CH:7]=[C:6]([CH:3]([CH2:1][CH3:2])[CH2:4][CH3:5])[N:11]=4)[O:14][N:29]=3)=[CH:26][C:25]=2[CH2:35][CH3:36])[CH2:19][O:18]1.[CH2:35]([C:25]1[CH:26]=[C:27]([C:28]2[N:29]=[C:12]([C:10]3[CH:9]=[C:8]([CH3:15])[CH:7]=[C:6]([CH:3]([CH2:4][CH3:5])[CH2:1][CH3:2])[N:11]=3)[O:31][N:30]=2)[CH:32]=[C:33]([CH3:34])[C:24]=1[O:23][CH2:22][C@@H:20]([OH:21])[CH2:19][OH:18])[CH3:36]. (2) The product is: [CH3:50][S:51]([NH:54][C:55]1[CH:63]=[CH:62][C:58]([CH2:59][CH2:60][NH:61][C:12]([C:11]2[CH:10]=[CH:9][N:8]=[C:7]3[NH:15][C:4]([CH:3]4[CH2:2][CH2:16]4)=[N:5][C:6]=23)=[O:13])=[CH:57][CH:56]=1)(=[O:53])=[O:52]. Given the reactants Cl[CH:2]([CH3:16])[CH2:3][C:4]1[NH:15][C:7]2=[N:8][CH:9]=[CH:10][C:11]([C:12](O)=[O:13])=[C:6]2[N:5]=1.C1CN([P+](ON2N=NC3C=CC=CC2=3)(N2CCCC2)N2CCCC2)CC1.F[P-](F)(F)(F)(F)F.[CH3:50][S:51]([NH:54][C:55]1[CH:63]=[CH:62][C:58]([CH2:59][CH2:60][NH2:61])=[CH:57][CH:56]=1)(=[O:53])=[O:52], predict the reaction product. (3) Given the reactants [Br:1][C:2]1[CH:11]=[CH:10][CH:9]=[CH:8][C:3]=1[O:4][CH2:5][C:6]#[N:7], predict the reaction product. The product is: [Br:1][C:2]1[CH:11]=[CH:10][CH:9]=[CH:8][C:3]=1[O:4][CH2:5][CH2:6][NH2:7].